From a dataset of Full USPTO retrosynthesis dataset with 1.9M reactions from patents (1976-2016). Predict the reactants needed to synthesize the given product. The reactants are: [Cl:1][C:2]1[CH:11]=[CH:10][C:5]([C:6]([NH:8][NH2:9])=[O:7])=[CH:4][CH:3]=1.[Cl:12][C:13]1[C:14]([CH3:29])=[C:15]([NH:21][C@H:22]([C@H:26]([OH:28])[CH3:27])[C:23](O)=[O:24])[CH:16]=[CH:17][C:18]=1[C:19]#[N:20]. Given the product [C:6]([NH:8][NH2:9])(=[O:7])[C:5]1[CH:10]=[CH:11][CH:2]=[CH:3][CH:4]=1.[Cl:1][C:2]1[CH:11]=[CH:10][C:5]([C:6]([NH:8][NH:9][C:23](=[O:24])[C@H:22]([NH:21][C:15]2[CH:16]=[CH:17][C:18]([C:19]#[N:20])=[C:13]([Cl:12])[C:14]=2[CH3:29])[C@H:26]([OH:28])[CH3:27])=[O:7])=[CH:4][CH:3]=1, predict the reactants needed to synthesize it.